This data is from Reaction yield outcomes from USPTO patents with 853,638 reactions. The task is: Predict the reaction yield, written as a fraction of the theoretical maximum amount of product (1.0 means a 100% yield; for example, 0.34 means a 34% yield). (1) The product is [F:49][C:50]1[CH:51]=[C:52]([NH2:71])[CH:53]=[CH:54][C:55]=1[O:56][C:57]1[C:58]2[S:65][C:64]([C:66]3[S:67][CH:68]=[CH:69][N:70]=3)=[CH:63][C:59]=2[N:60]=[CH:61][N:62]=1. The reactants are S1C=CN=C1C1SC2C(=NC=CC=2OC2C=CC(NC(NC(=O)CC3C=CC=CC=3)=S)=CC=2F)C=1.CCCCCCCCCCCCN.[F:49][C:50]1[CH:51]=[C:52]([NH:71]C(NC(=O)CC2C=CC=CC=2)=S)[CH:53]=[CH:54][C:55]=1[O:56][C:57]1[C:58]2[S:65][C:64]([C:66]3[S:67][CH:68]=[CH:69][N:70]=3)=[CH:63][C:59]=2[N:60]=[CH:61][N:62]=1. The yield is 0.0700. No catalyst specified. (2) The reactants are [N:1]1([CH:6]([CH3:12])C(OCC)=O)[CH:5]=[CH:4][N:3]=[N:2]1.[H-].[Al+3].[Li+].[H-].[H-].[H-].[OH-].[Na+].C1C[O:24][CH2:23]C1. No catalyst specified. The product is [N:1]1([CH2:6][CH2:12][CH2:23][OH:24])[CH:5]=[CH:4][N:3]=[N:2]1. The yield is 0.920. (3) The yield is 0.840. The reactants are [N:1]([CH2:4][CH2:5][NH:6][C:7](=[O:21])[CH2:8][CH2:9][CH2:10][CH2:11][CH2:12][CH2:13][CH2:14][CH2:15][CH2:16][CH2:17][CH2:18][CH2:19][CH3:20])=[N+:2]=[N-:3].N([CH2:25][CH2:26]N)=[N+]=[N-].C(N(CC)CC)C. The product is [N:1]([CH2:4][CH2:5][NH:6][C:7](=[O:21])[CH2:8][CH2:9][CH2:10][CH2:11][CH2:12][CH2:13][CH2:14][CH2:15][CH2:16][CH2:17][CH2:18][CH2:19][CH2:20][CH2:25][CH3:26])=[N+:2]=[N-:3]. The catalyst is ClCCl. (4) The reactants are [O:1]1[CH2:6][CH2:5][NH:4][C:3]2[N:7]=[CH:8][C:9](/[CH:11]=[CH:12]/[C:13]([OH:15])=O)=[CH:10][C:2]1=2.Cl.O=C1CC2C(=CC=C(/C=C/C(O)=O)C=2)N1.[CH3:32][N:33]1[C:41]2[C:36](=[CH:37][CH:38]=[CH:39][CH:40]=2)[C:35]([CH2:42][NH:43][CH3:44])=[CH:34]1.CC1NC2C(C=1CNC)=CC=CC=2. No catalyst specified. The product is [O:1]1[CH2:6][CH2:5][NH:4][C:3]2[N:7]=[CH:8][C:9](/[CH:11]=[CH:12]/[C:13]([N:43]([CH3:44])[CH2:42][C:35]3[C:36]4[C:41](=[CH:40][CH:39]=[CH:38][CH:37]=4)[N:33]([CH3:32])[CH:34]=3)=[O:15])=[CH:10][C:2]1=2. The yield is 0.820. (5) The reactants are [F:1][C:2]1[CH:3]=[C:4]([CH:32]=[CH:33][CH:34]=1)[CH2:5][O:6][C:7]1[CH:30]=[CH:29][C:10]([NH:11][C:12]2[C:21]3[C:16](=[CH:17][CH:18]=[C:19]([C:22]4[O:26][C:25]([CH:27]=O)=[CH:24][CH:23]=4)[CH:20]=3)[N:15]=[CH:14][N:13]=2)=[CH:9][C:8]=1[Cl:31].C(N(CC)CC)C.Cl.[CH3:43][S:44][CH2:45][CH2:46][NH2:47].ClCCl. The catalyst is ClCCl.CO. The product is [F:1][C:2]1[CH:3]=[C:4]([CH:32]=[CH:33][CH:34]=1)[CH2:5][O:6][C:7]1[CH:30]=[CH:29][C:10]([NH:11][C:12]2[C:21]3[C:16](=[CH:17][CH:18]=[C:19]([C:22]4[O:26][C:25]([CH2:27][NH:47][CH2:46][CH2:45][S:44][CH3:43])=[CH:24][CH:23]=4)[CH:20]=3)[N:15]=[CH:14][N:13]=2)=[CH:9][C:8]=1[Cl:31]. The yield is 0.560. (6) The reactants are [Br:1][C:2]1[CH:7]=[CH:6][C:5](I)=[CH:4][CH:3]=1.C1C=CC2C(C3C(O)=CC=C4C=3C=CC=C4)=C(O)C=CC=2C=1.[O-]P([O-])([O-])=O.[K+].[K+].[K+].[CH3:39][C@H:40]1[CH2:45][NH:44][CH2:43][C@@H:42]([CH3:46])[NH:41]1. The catalyst is CCOC(C)=O.[Cu]I.CN(C=O)C. The product is [Br:1][C:2]1[CH:7]=[CH:6][C:5]([N:44]2[CH2:43][C@H:42]([CH3:46])[NH:41][C@H:40]([CH3:39])[CH2:45]2)=[CH:4][CH:3]=1. The yield is 0.590. (7) The reactants are [CH3:1][C:2]1([C:31]([OH:33])=[O:32])[CH2:7][CH2:6][C:5]([C:8]2[N:9]=[CH:10][N:11]([C:13]3[CH:18]=[C:17]([NH:19][C:20]4[N:25]=[C:24]([C:26]([F:29])([F:28])[F:27])[CH:23]=[CH:22][N:21]=4)[CH:16]=[C:15]([CH3:30])[CH:14]=3)[CH:12]=2)=[CH:4][CH2:3]1.C[N+]1([O-])CC[O:38]CC1.Cl.CC(C)=O.[OH2:47]. The catalyst is [O-]S([O-])(=S)=O.[Na+].[Na+].CCOC(C)=O.O=[Os](=O)(=O)=O. The product is [OH:47][CH:6]1[C:5]([OH:38])([C:8]2[N:9]=[CH:10][N:11]([C:13]3[CH:18]=[C:17]([NH:19][C:20]4[N:25]=[C:24]([C:26]([F:28])([F:27])[F:29])[CH:23]=[CH:22][N:21]=4)[CH:16]=[C:15]([CH3:30])[CH:14]=3)[CH:12]=2)[CH2:4][CH2:3][C:2]([CH3:1])([C:31]([OH:33])=[O:32])[CH2:7]1. The yield is 0.0900. (8) The reactants are Br[C:2]1[CH:21]=[CH:20][C:5]([O:6][CH2:7][CH2:8][CH:9]2[CH2:12][CH:11]([O:13][CH:14]3[CH2:19][CH2:18][CH2:17][CH2:16][O:15]3)[CH2:10]2)=[CH:4][CH:3]=1.[B:22]1([B:22]2[O:26][C:25]([CH3:28])([CH3:27])[C:24]([CH3:30])([CH3:29])[O:23]2)[O:26][C:25]([CH3:28])([CH3:27])[C:24]([CH3:30])([CH3:29])[O:23]1.C([O-])(=O)C.[K+]. The catalyst is CCCCCCC.C(OCC)(=O)C. The product is [CH3:29][C:24]1([CH3:30])[C:25]([CH3:28])([CH3:27])[O:26][B:22]([C:2]2[CH:21]=[CH:20][C:5]([O:6][CH2:7][CH2:8][CH:9]3[CH2:12][CH:11]([O:13][CH:14]4[CH2:19][CH2:18][CH2:17][CH2:16][O:15]4)[CH2:10]3)=[CH:4][CH:3]=2)[O:23]1. The yield is 1.20. (9) The reactants are [CH2:1]([N:3]1[CH:7]=[CH:6][C:5]([C:8]([OH:10])=O)=[N:4]1)[CH3:2].CN(C)C=O.C(Cl)(=O)C(Cl)=O.[NH2:22][C:23]1[CH:24]=[C:25]([CH:42]=[CH:43][C:44]=1[F:45])[O:26][C:27]1[CH:28]=[CH:29][C:30]2[N:31]([CH:33]=[C:34]([NH:36][C:37]([CH:39]3[CH2:41][CH2:40]3)=[O:38])[N:35]=2)[N:32]=1. The catalyst is CN(C)C(=O)C.O1CCCC1. The product is [CH:39]1([C:37]([NH:36][C:34]2[N:35]=[C:30]3[CH:29]=[CH:28][C:27]([O:26][C:25]4[CH:42]=[CH:43][C:44]([F:45])=[C:23]([NH:22][C:8]([C:5]5[CH:6]=[CH:7][N:3]([CH2:1][CH3:2])[N:4]=5)=[O:10])[CH:24]=4)=[N:32][N:31]3[CH:33]=2)=[O:38])[CH2:40][CH2:41]1. The yield is 0.400. (10) The reactants are Br[C:2]1[C:3]([C:25]2[CH:30]=[CH:29][N:28]=[CH:27][CH:26]=2)=[C:4]([C:17]2[CH:22]=[CH:21][C:20]([F:23])=[C:19]([F:24])[CH:18]=2)[N:5]([Si](C(C)C)(C(C)C)C(C)C)[CH:6]=1.[CH2:31]([C:33]1[CH:38]=[CH:37][C:36]([C@H:39]2[CH2:47][N:46]3[C@H:41]([CH2:42][C:43](=O)[CH2:44][CH2:45]3)[CH2:40]2)=[CH:35][CH:34]=1)[CH3:32].C(OCC)(=O)C.CO. The catalyst is ClCCl. The product is [CH2:31]([C:33]1[CH:34]=[CH:35][C:36]([C@H:39]2[CH2:47][N:46]3[C@H:41]([CH:42]=[C:43]([C:2]4[C:3]([C:25]5[CH:30]=[CH:29][N:28]=[CH:27][CH:26]=5)=[C:4]([C:17]5[CH:22]=[CH:21][C:20]([F:23])=[C:19]([F:24])[CH:18]=5)[NH:5][CH:6]=4)[CH2:44][CH2:45]3)[CH2:40]2)=[CH:37][CH:38]=1)[CH3:32]. The yield is 0.220.